From a dataset of Forward reaction prediction with 1.9M reactions from USPTO patents (1976-2016). Predict the product of the given reaction. The product is: [CH2:12]([N:14]([CH2:2][C:3]1[CH:10]=[C:7]([CH:8]=[O:9])[C:6]([OH:11])=[CH:5][CH:4]=1)[CH2:15][CH3:16])[CH3:13]. Given the reactants Cl[CH2:2][C:3]1[CH:10]=[C:7]([CH:8]=[O:9])[C:6]([OH:11])=[CH:5][CH:4]=1.[CH2:12]([NH:14][CH2:15][CH3:16])[CH3:13], predict the reaction product.